From a dataset of Catalyst prediction with 721,799 reactions and 888 catalyst types from USPTO. Predict which catalyst facilitates the given reaction. (1) Reactant: [F:1][C@@H:2]1[CH2:6][N:5]([C:7](=[O:10])[CH2:8][OH:9])[C@H:4]([C:11]([NH2:13])=[O:12])[CH2:3]1.C(N(CC)CC)C.[C:21]1([S:27](O[S:27]([C:21]2[CH:26]=[CH:25][CH:24]=[CH:23][CH:22]=2)(=[O:29])=[O:28])(=[O:29])=[O:28])[CH:26]=[CH:25][CH:24]=[CH:23][CH:22]=1.O. Product: [C:21]1([S:27]([O:9][CH2:8][C:7]([N:5]2[CH2:6][C@@H:2]([F:1])[CH2:3][C@H:4]2[C:11]([NH2:13])=[O:12])=[O:10])(=[O:29])=[O:28])[CH:26]=[CH:25][CH:24]=[CH:23][CH:22]=1. The catalyst class is: 115. (2) Reactant: [N+:1]([C:4]1[C:14]2[CH2:13][CH2:12][N:11](C(=O)C(F)(F)F)[CH2:10][CH2:9][C:8]=2[CH:7]=[CH:6][CH:5]=1)([O-:3])=[O:2].[OH-].[Na+].[C:31](O[C:31]([O:33][C:34]([CH3:37])([CH3:36])[CH3:35])=[O:32])([O:33][C:34]([CH3:37])([CH3:36])[CH3:35])=[O:32]. The catalyst class is: 12. Product: [N+:1]([C:4]1[C:14]2[CH2:13][CH2:12][N:11]([C:31]([O:33][C:34]([CH3:35])([CH3:36])[CH3:37])=[O:32])[CH2:10][CH2:9][C:8]=2[CH:7]=[CH:6][CH:5]=1)([O-:3])=[O:2]. (3) Reactant: Cl.[CH3:2][NH:3][O:4][CH3:5].[CH3:6][C:7]1([CH3:20])[C@@H:9]2[CH2:10][C:11]3[C:15]([C@H:8]12)=[C:14]([CH3:16])[S:13][C:12]=3[C:17](O)=[O:18].C(N(C(C)C)CC)(C)C.CCN=C=NCCCN(C)C.Cl. Product: [CH3:5][O:4][N:3]([CH3:2])[C:17]([C:12]1[S:13][C:14]([CH3:16])=[C:15]2[C:11]=1[CH2:10][C@H:9]1[C:7]([CH3:20])([CH3:6])[C@H:8]12)=[O:18]. The catalyst class is: 643. (4) Reactant: [C:1]([O:4][CH2:5][CH2:6][O:7][C:8]1[C:12]([C:13]2[CH:18]=[CH:17][C:16]([CH3:19])=[CH:15][CH:14]=2)=[C:11]([NH2:20])[N:10]([CH2:21]C2C=CC=CC=2)[N:9]=1)(=O)[CH3:2].[H-].[Na+]. Product: [CH2:1]([O:4][CH2:5][CH2:6][O:7][C:8]1[C:12]([C:13]2[CH:14]=[CH:15][C:16]([CH3:19])=[CH:17][CH:18]=2)=[C:11]([NH2:20])[N:10]([CH3:21])[N:9]=1)[CH3:2]. The catalyst class is: 44. (5) Reactant: [S:1]1[CH2:6][CH2:5][CH:4]([C:7]#N)[CH2:3][CH2:2]1.[C:9]1([Mg]Br)[CH:14]=[CH:13][CH:12]=[CH:11][CH:10]=1.CC[O:19]CC.Cl. Product: [C:9]1([C:7]([CH:4]2[CH2:5][CH2:6][S:1][CH2:2][CH2:3]2)=[O:19])[CH:14]=[CH:13][CH:12]=[CH:11][CH:10]=1. The catalyst class is: 356. (6) Reactant: [C:1]([O:5][C:6](=[O:35])[NH:7][C@H:8]([CH2:25][C:26]1[CH:31]=[CH:30][C:29]([N+:32]([O-])=O)=[CH:28][CH:27]=1)[CH2:9][N:10]1[CH2:15][CH2:14][CH:13]([C:16](=[O:24])[C:17]2[CH:22]=[CH:21][C:20]([F:23])=[CH:19][CH:18]=2)[CH2:12][CH2:11]1)([CH3:4])([CH3:3])[CH3:2].[Cl-].[Ca+2].[Cl-]. Product: [C:1]([O:5][C:6](=[O:35])[NH:7][C@H:8]([CH2:25][C:26]1[CH:31]=[CH:30][C:29]([NH2:32])=[CH:28][CH:27]=1)[CH2:9][N:10]1[CH2:11][CH2:12][CH:13]([C:16](=[O:24])[C:17]2[CH:18]=[CH:19][C:20]([F:23])=[CH:21][CH:22]=2)[CH2:14][CH2:15]1)([CH3:4])([CH3:2])[CH3:3]. The catalyst class is: 183. (7) Reactant: [Cl:1][C:2]1[CH:10]=[CH:9][C:5]([C:6](O)=[O:7])=[CH:4][C:3]=1[N+:11]([O-:13])=[O:12].C(Cl)(=O)C([Cl:17])=O. Product: [Cl:1][C:2]1[CH:10]=[CH:9][C:5]([C:6]([Cl:17])=[O:7])=[CH:4][C:3]=1[N+:11]([O-:13])=[O:12]. The catalyst class is: 59.